This data is from Full USPTO retrosynthesis dataset with 1.9M reactions from patents (1976-2016). The task is: Predict the reactants needed to synthesize the given product. Given the product [OH:22][C:6]1[C:5]2[C:10](=[CH:11][C:2]([N:61]3[CH2:66][CH2:65][O:64][CH2:63][CH2:62]3)=[CH:3][CH:4]=2)[N:9]([CH3:12])[C:8](=[O:13])[C:7]=1[C:14]([NH:16][CH2:17][C:18]([OH:20])=[O:19])=[O:15], predict the reactants needed to synthesize it. The reactants are: Br[C:2]1[CH:11]=[C:10]2[C:5]([C:6]([OH:22])=[C:7]([C:14]([NH:16][CH2:17][C:18]([O:20]C)=[O:19])=[O:15])[C:8](=[O:13])[N:9]2[CH3:12])=[CH:4][CH:3]=1.C(Cl)(Cl)Cl.CC(C1C=C(C(C)C)C(C2C=CC=CC=2P(C2CCCCC2)C2CCCCC2)=C(C(C)C)C=1)C.[NH:61]1[CH2:66][CH2:65][O:64][CH2:63][CH2:62]1.CC(C)([O-])C.[Na+].